Dataset: Forward reaction prediction with 1.9M reactions from USPTO patents (1976-2016). Task: Predict the product of the given reaction. (1) Given the reactants Br[CH2:2][CH2:3][CH2:4][N:5]1[C:9](=[O:10])[CH:8]2[CH2:11][CH2:12][CH2:13][N:7]2[C:6]1=[O:14].[Cl:15][C:16]1[CH:17]=[C:18]([N:22]2[CH2:27][CH2:26][NH:25][C@H:24]([CH3:28])[CH2:23]2)[CH:19]=[CH:20][CH:21]=1, predict the reaction product. The product is: [Cl:15][C:16]1[CH:17]=[C:18]([N:22]2[CH2:27][CH2:26][N:25]([CH2:2][CH2:3][CH2:4][N:5]3[C:9](=[O:10])[CH:8]4[CH2:11][CH2:12][CH2:13][N:7]4[C:6]3=[O:14])[C@H:24]([CH3:28])[CH2:23]2)[CH:19]=[CH:20][CH:21]=1. (2) Given the reactants [CH3:1][O:2][C:3]1[CH:8]=[CH:7][C:6]([C:9]2[C:10]3[O:17][C:16]([C:18](=O)[CH3:19])=[CH:15][C:11]=3[CH:12]=[N:13][CH:14]=2)=[CH:5][CH:4]=1.[CH2:21]1[S:27][C:25](=[O:26])[NH:24][C:22]1=[O:23].NCCC(O)=O, predict the reaction product. The product is: [CH3:1][O:2][C:3]1[CH:4]=[CH:5][C:6]([C:9]2[C:10]3[O:17][C:16](/[C:18](=[C:21]4/[C:22](=[O:23])[NH:24][C:25](=[O:26])[S:27]/4)/[CH3:19])=[CH:15][C:11]=3[CH:12]=[N:13][CH:14]=2)=[CH:7][CH:8]=1. (3) Given the reactants [CH3:1][C@H:2]1[CH2:7][C@@H:6]([OH:8])[C@H:5]([C:9]([CH3:11])=[CH2:10])[CH2:4][CH2:3]1, predict the reaction product. The product is: [CH3:1][C@@H:2]1[CH2:7][C@H:6]([OH:8])[C@@H:5]([C:9]([CH3:11])=[CH2:10])[CH2:4][CH2:3]1. (4) Given the reactants [C:1]1([C:7]([OH:9])=O)[CH2:6][CH2:5][CH2:4][CH2:3][CH:2]=1.[CH2:10]1[CH2:15][CH2:14][CH2:13][CH2:12][CH2:11]1.S([O-])([O-])(=O)=O.[NH4+].[NH4+], predict the reaction product. The product is: [CH2:6]1[CH:1]2[CH:2]([C:10]3[CH2:15][CH2:14][CH2:13][CH2:12][C:11]=3[C:7]2=[O:9])[CH2:3][CH2:4][CH2:5]1.